From a dataset of Full USPTO retrosynthesis dataset with 1.9M reactions from patents (1976-2016). Predict the reactants needed to synthesize the given product. (1) Given the product [NH2:1][C:2]1[C:7]([F:8])=[C:6]([Cl:9])[N:5]=[C:4]([C:10]([O:12][CH3:17])=[O:11])[CH:3]=1, predict the reactants needed to synthesize it. The reactants are: [NH2:1][C:2]1[C:7]([F:8])=[C:6]([Cl:9])[N:5]=[C:4]([C:10]([OH:12])=[O:11])[CH:3]=1.S(Cl)(Cl)=O.[CH3:17]O. (2) The reactants are: [Si](Cl)(C)(C)C.[CH3:6][O:7][C:8]1[CH:9]=[C:10]([C@H:14]([OH:17])[CH2:15]O)[CH:11]=[CH:12][CH:13]=1.CC(OC)(OC)OC.C(=O)([O-])[O-].[K+].[K+]. Given the product [CH3:6][O:7][C:8]1[CH:9]=[C:10]([C@H:14]2[CH2:15][O:17]2)[CH:11]=[CH:12][CH:13]=1, predict the reactants needed to synthesize it. (3) Given the product [CH3:22][O:23][C:24]1[C:29]2[CH:30]([NH:33][C:20]3[O:8][CH2:9][C:10]4[C:15]([NH2:16])=[CH:14][CH:13]=[CH:12][C:11]=4[N:19]=3)[CH2:31][O:32][C:28]=2[CH:27]=[CH:26][CH:25]=1, predict the reactants needed to synthesize it. The reactants are: C([Si]([O:8][CH2:9][C:10]1[C:15]([N+:16]([O-])=O)=[CH:14][CH:13]=[CH:12][C:11]=1[N:19]=[C:20]=S)(C)C)(C)(C)C.[CH3:22][O:23][C:24]1[C:29]2[CH:30]([NH2:33])[CH2:31][O:32][C:28]=2[CH:27]=[CH:26][CH:25]=1. (4) Given the product [Cl:16][C:12]1[CH:11]=[C:8]([CH2:9][N:1]2[CH2:5][CH2:4][CH2:3][CH2:2]2)[C:7]([Cl:6])=[CH:14][C:13]=1[OH:15], predict the reactants needed to synthesize it. The reactants are: [NH:1]1[CH2:5][CH2:4][CH2:3][CH2:2]1.[Cl:6][C:7]1[CH:14]=[C:13]([OH:15])[C:12]([Cl:16])=[CH:11][C:8]=1[CH:9]=O.C(O[BH-](OC(=O)C)OC(=O)C)(=O)C.[Na+].O. (5) Given the product [F:18][C:13]1[CH:14]=[CH:15][CH:16]=[C:17]2[C:12]=1[C:11]([NH2:19])=[N:10][C:9]2([C:4]1[CH:5]=[CH:6][C:7]([F:8])=[C:2]([C:30]2[CH:31]=[N:26][CH:27]=[N:28][CH:29]=2)[CH:3]=1)[C:20]1[CH:21]=[CH:22][N:23]=[CH:24][CH:25]=1, predict the reactants needed to synthesize it. The reactants are: Br[C:2]1[CH:3]=[C:4]([C:9]2([C:20]3[CH:25]=[CH:24][N:23]=[CH:22][CH:21]=3)[C:17]3[C:12](=[C:13]([F:18])[CH:14]=[CH:15][CH:16]=3)[C:11]([NH2:19])=[N:10]2)[CH:5]=[CH:6][C:7]=1[F:8].[N:26]1[CH:31]=[C:30](B(O)O)[CH:29]=[N:28][CH:27]=1. (6) Given the product [CH3:1][C:2]1([CH3:35])[O:6][C@@H:5]([CH2:7][N:8]2[C:16]3[C:11](=[CH:12][C:13]([N+:18]([O-:20])=[O:19])=[C:14]([F:17])[CH:15]=3)[CH:10]=[C:9]2[C:21]([CH3:34])([CH3:33])[CH2:22][OH:23])[CH2:4][O:3]1, predict the reactants needed to synthesize it. The reactants are: [CH3:1][C:2]1([CH3:35])[O:6][C@@H:5]([CH2:7][N:8]2[C:16]3[C:11](=[CH:12][C:13]([N+:18]([O-:20])=[O:19])=[C:14]([F:17])[CH:15]=3)[CH:10]=[C:9]2[C:21]([CH3:34])([CH3:33])[C:22](OC[C@H]2COC(C)(C)O2)=[O:23])[CH2:4][O:3]1.[H-].[H-].[H-].[H-].[Li+].[Al+3]. (7) Given the product [CH:1]1([C:4]2[C:9]([CH2:10][C:11]([OH:25])=[O:23])=[CH:8][N:7]=[C:6]([C:13]3[CH:18]=[CH:17][C:16]([C:19]([F:22])([F:21])[F:20])=[CH:15][CH:14]=3)[N:5]=2)[CH2:3][CH2:2]1, predict the reactants needed to synthesize it. The reactants are: [CH:1]1([C:4]2[C:9]([CH2:10][C:11]#N)=[CH:8][N:7]=[C:6]([C:13]3[CH:18]=[CH:17][C:16]([C:19]([F:22])([F:21])[F:20])=[CH:15][CH:14]=3)[N:5]=2)[CH2:3][CH2:2]1.[OH-:23].[Na+].[OH2:25]. (8) Given the product [ClH:10].[F:23][C:15]1[CH:14]=[C:13]2[C:18]([CH:19]=[CH:20][C:11]([N:7]3[CH2:8][CH2:9][N:4]([CH:1]([CH3:3])[CH3:2])[CH2:5][CH2:6]3)=[N:12]2)=[CH:17][C:16]=1[O:21][CH3:22], predict the reactants needed to synthesize it. The reactants are: [CH:1]([N:4]1[CH2:9][CH2:8][NH:7][CH2:6][CH2:5]1)([CH3:3])[CH3:2].[Cl:10][C:11]1[CH:20]=[CH:19][C:18]2[C:13](=[CH:14][C:15]([F:23])=[C:16]([O:21][CH3:22])[CH:17]=2)[N:12]=1. (9) Given the product [Cl:1][C:2]1[CH:3]=[C:4]([S:9]([N:12]2[CH:25]([CH2:26][C:27]([N:30]3[CH2:35][CH2:34][CH:33]([CH2:36][C:37]4[CH:38]=[CH:39][C:40]([C:43]5[NH:48][CH2:47][CH2:46][CH2:45][N:44]=5)=[CH:41][CH:42]=4)[CH2:32][CH2:31]3)=[O:29])[C:24]3[C:19](=[CH:20][CH:21]=[CH:22][CH:23]=3)[C:18]3[CH:17]=[CH:16][CH:15]=[CH:14][C:13]2=3)(=[O:10])=[O:11])[CH:5]=[CH:6][C:7]=1[Cl:8], predict the reactants needed to synthesize it. The reactants are: [Cl:1][C:2]1[CH:3]=[C:4]([S:9]([N:12]2[CH:25]([CH2:26][C:27]([OH:29])=O)[C:24]3[C:19](=[CH:20][CH:21]=[CH:22][CH:23]=3)[C:18]3[CH:17]=[CH:16][CH:15]=[CH:14][C:13]2=3)(=[O:11])=[O:10])[CH:5]=[CH:6][C:7]=1[Cl:8].[NH:30]1[CH2:35][CH2:34][CH:33]([CH2:36][C:37]2[CH:42]=[CH:41][C:40]([C:43]3[NH:44][CH2:45][CH2:46][CH2:47][N:48]=3)=[CH:39][CH:38]=2)[CH2:32][CH2:31]1.